This data is from Forward reaction prediction with 1.9M reactions from USPTO patents (1976-2016). The task is: Predict the product of the given reaction. (1) Given the reactants [CH:1]1([C:7]2[CH:8]=[C:9]3[C:14](=[N:15][CH:16]=2)[N:13]([CH3:17])[C:12](=[O:18])[C:11]([C:19](=[O:26])[CH2:20][CH2:21][C:22]([O:24]C)=[O:23])=[C:10]3[OH:27])[CH2:6][CH2:5][CH2:4][CH2:3][CH2:2]1.[H][H].C(OCC)(=O)C, predict the reaction product. The product is: [CH:1]1([C:7]2[CH:8]=[C:9]3[C:14](=[N:15][CH:16]=2)[N:13]([CH3:17])[C:12](=[O:18])[C:11]([C:19](=[O:26])[CH2:20][CH2:21][C:22]([OH:24])=[O:23])=[C:10]3[OH:27])[CH2:2][CH2:3][CH2:4][CH2:5][CH2:6]1. (2) Given the reactants C([N:4]1[C:8]2[N:9]=[CH:10][CH:11]=C(C#N)[C:7]=2[CH:6]=[CH:5]1)(=O)C.[OH-:15].[Na+].[CH2:17]([OH:19])[CH3:18].Cl, predict the reaction product. The product is: [NH:4]1[C:8]2[N:9]=[CH:10][CH:11]=[C:18]([C:17]([OH:15])=[O:19])[C:7]=2[CH:6]=[CH:5]1. (3) Given the reactants [CH2:1]([O:3][C:4](=[O:22])[CH2:5][C:6]1[N:7]([C:15]([O:17][C:18]([CH3:21])([CH3:20])[CH3:19])=[O:16])[C:8]2[C:13]([CH:14]=1)=[CH:12][CH:11]=[CH:10][CH:9]=2)[CH3:2].[CH3:23][Si](C)(C)N[Si](C)(C)C.[K].CI, predict the reaction product. The product is: [CH2:1]([O:3][C:4](=[O:22])[CH:5]([C:6]1[N:7]([C:15]([O:17][C:18]([CH3:21])([CH3:20])[CH3:19])=[O:16])[C:8]2[C:13]([CH:14]=1)=[CH:12][CH:11]=[CH:10][CH:9]=2)[CH3:23])[CH3:2]. (4) Given the reactants [CH3:1][O:2][C:3](=[O:12])[C:4]1[CH:9]=[C:8]([Cl:10])[N:7]=[C:6](Cl)[CH:5]=1.C1(P(C2C=CC=CC=2)C2C=CC=CC=2)C=CC=CC=1.C([Sn](CCCC)(CCCC)[C:37]([O:39][CH2:40][CH3:41])=[CH2:38])CCC, predict the reaction product. The product is: [CH3:1][O:2][C:3](=[O:12])[C:4]1[CH:5]=[C:6]([C:37]([O:39][CH2:40][CH3:41])=[CH2:38])[N:7]=[C:8]([Cl:10])[CH:9]=1. (5) Given the reactants [Cl:1][C:2]1[CH:3]=[C:4]([C@@H:8]2[C@@H:13]([C:14]3[CH:19]=[CH:18][C:17]([Cl:20])=[CH:16][CH:15]=3)[N:12]([C@H:21]([CH:24]3[CH2:29][CH2:28][CH2:27][CH2:26][O:25]3)[CH2:22][CH3:23])[C:11](=[O:30])[C@:10]([CH2:32][CH:33]=[O:34])([CH3:31])[CH2:9]2)[CH:5]=[CH:6][CH:7]=1.[OH:35]P([O-])(O)=O.[K+].C1COCC1.Cl([O-])=O.[Na+], predict the reaction product. The product is: [Cl:1][C:2]1[CH:3]=[C:4]([C@@H:8]2[C@@H:13]([C:14]3[CH:19]=[CH:18][C:17]([Cl:20])=[CH:16][CH:15]=3)[N:12]([C@H:21]([CH:24]3[CH2:29][CH2:28][CH2:27][CH2:26][O:25]3)[CH2:22][CH3:23])[C:11](=[O:30])[C@:10]([CH2:32][C:33]([OH:35])=[O:34])([CH3:31])[CH2:9]2)[CH:5]=[CH:6][CH:7]=1. (6) Given the reactants [CH:1]1([CH2:4][O:5][C:6]2[N:11]=[C:10]([C:12]([OH:14])=O)[CH:9]=[CH:8][C:7]=2[N:15]2[CH2:18][C:17]([F:20])([F:19])[CH2:16]2)[CH2:3][CH2:2]1.Cl.[NH2:22][CH:23]([C:29]1[CH:34]=[CH:33][CH:32]=[CH:31][CH:30]=1)[C:24]([N:26]([CH3:28])[CH3:27])=[O:25], predict the reaction product. The product is: [CH3:27][N:26]([CH3:28])[C:24]([CH:23]([NH:22][C:12]([C:10]1[CH:9]=[CH:8][C:7]([N:15]2[CH2:18][C:17]([F:20])([F:19])[CH2:16]2)=[C:6]([O:5][CH2:4][CH:1]2[CH2:2][CH2:3]2)[N:11]=1)=[O:14])[C:29]1[CH:34]=[CH:33][CH:32]=[CH:31][CH:30]=1)=[O:25]. (7) Given the reactants [CH:1]1[N:9]([C@@H:10]2[O:14][C@H:13]([CH2:15][OH:16])[C@@H:12]([OH:17])[C@H:11]2[OH:18])[C:8]2[C:3](=[C:4]([NH2:19])[N:5]=[CH:6][N:7]=2)[C:2]=1[C:20]#[N:21].[OH:22]O, predict the reaction product. The product is: [NH2:19][C:4]1[C:3]2[C:2]([C:20]([NH2:21])=[O:22])=[CH:1][N:9]([C@H:10]3[C@H:11]([OH:18])[C@H:12]([OH:17])[C@@H:13]([CH2:15][OH:16])[O:14]3)[C:8]=2[N:7]=[CH:6][N:5]=1. (8) Given the reactants [CH:1]1[C:14]2[NH:13][C:12]3[C:7](=[CH:8][CH:9]=[CH:10][CH:11]=3)[S:6][C:5]=2[CH:4]=[CH:3][CH:2]=1.Br[CH2:16][CH2:17][CH2:18][CH2:19][CH2:20][CH2:21]Br.[OH-].[K+], predict the reaction product. The product is: [CH:11]1[C:12]2[N:13]([CH2:16][CH2:17][CH2:18][CH2:19][CH2:20][CH2:21][N:13]3[C:14]4[CH:1]=[CH:2][CH:3]=[CH:4][C:5]=4[S:6][C:7]4[C:12]3=[CH:11][CH:10]=[CH:9][CH:8]=4)[C:14]3[C:5](=[CH:4][CH:3]=[CH:2][CH:1]=3)[S:6][C:7]=2[CH:8]=[CH:9][CH:10]=1. (9) The product is: [CH3:1][O:2][C:3]1[CH:8]=[CH:7][CH:6]=[CH:5][C:4]=1[O:9][CH2:10][CH:12]1[O:14][CH2:13]1. Given the reactants [CH3:1][O:2][C:3]1[CH:8]=[CH:7][CH:6]=[CH:5][C:4]=1[OH:9].[CH2:10]([CH:12]1[O:14][CH2:13]1)Cl.[OH-].[Na+], predict the reaction product. (10) Given the reactants [C:1]([N:8]1[CH2:13][CH2:12][CH:11]([C:14]([O:16][CH2:17][CH3:18])=[O:15])[CH2:10][CH2:9]1)([O:3][C:4]([CH3:7])([CH3:6])[CH3:5])=[O:2].[Li+].CC([N-]C(C)C)C.[O:27]1[CH2:32][CH2:31][C:30](=[O:33])[CH2:29][CH2:28]1.[Cl-].[NH4+], predict the reaction product. The product is: [C:1]([N:8]1[CH2:13][CH2:12][C:11]([C:30]2([OH:33])[CH2:31][CH2:32][O:27][CH2:28][CH2:29]2)([C:14]([O:16][CH2:17][CH3:18])=[O:15])[CH2:10][CH2:9]1)([O:3][C:4]([CH3:7])([CH3:6])[CH3:5])=[O:2].